This data is from NCI-60 drug combinations with 297,098 pairs across 59 cell lines. The task is: Regression. Given two drug SMILES strings and cell line genomic features, predict the synergy score measuring deviation from expected non-interaction effect. (1) Drug 1: C1=C(C(=O)NC(=O)N1)N(CCCl)CCCl. Drug 2: C1CCC(C(C1)N)N.C(=O)(C(=O)[O-])[O-].[Pt+4]. Cell line: MOLT-4. Synergy scores: CSS=73.5, Synergy_ZIP=4.01, Synergy_Bliss=3.63, Synergy_Loewe=4.38, Synergy_HSA=7.13. (2) Drug 1: CS(=O)(=O)C1=CC(=C(C=C1)C(=O)NC2=CC(=C(C=C2)Cl)C3=CC=CC=N3)Cl. Drug 2: C1C(C(OC1N2C=NC3=C2NC=NCC3O)CO)O. Cell line: CCRF-CEM. Synergy scores: CSS=5.32, Synergy_ZIP=-1.62, Synergy_Bliss=-1.65, Synergy_Loewe=-2.22, Synergy_HSA=-2.71. (3) Drug 1: C(CC(=O)O)C(=O)CN.Cl. Drug 2: C1C(C(OC1N2C=NC(=NC2=O)N)CO)O. Cell line: HS 578T. Synergy scores: CSS=4.74, Synergy_ZIP=-3.26, Synergy_Bliss=-1.12, Synergy_Loewe=-0.568, Synergy_HSA=-0.427. (4) Drug 1: CC1C(C(CC(O1)OC2CC(OC(C2O)C)OC3=CC4=CC5=C(C(=O)C(C(C5)C(C(=O)C(C(C)O)O)OC)OC6CC(C(C(O6)C)O)OC7CC(C(C(O7)C)O)OC8CC(C(C(O8)C)O)(C)O)C(=C4C(=C3C)O)O)O)O. Drug 2: C1CN(P(=O)(OC1)NCCCl)CCCl. Cell line: MDA-MB-435. Synergy scores: CSS=42.2, Synergy_ZIP=0.155, Synergy_Bliss=-2.26, Synergy_Loewe=-45.7, Synergy_HSA=-3.32. (5) Drug 1: CC1C(C(CC(O1)OC2CC(OC(C2O)C)OC3=CC4=CC5=C(C(=O)C(C(C5)C(C(=O)C(C(C)O)O)OC)OC6CC(C(C(O6)C)O)OC7CC(C(C(O7)C)O)OC8CC(C(C(O8)C)O)(C)O)C(=C4C(=C3C)O)O)O)O. Drug 2: CN(CCCl)CCCl.Cl. Cell line: SK-OV-3. Synergy scores: CSS=4.84, Synergy_ZIP=12.2, Synergy_Bliss=15.7, Synergy_Loewe=-30.5, Synergy_HSA=-4.98. (6) Drug 1: C1=NC(=NC(=O)N1C2C(C(C(O2)CO)O)O)N. Drug 2: CN(CCCl)CCCl.Cl. Cell line: SR. Synergy scores: CSS=79.4, Synergy_ZIP=-1.16, Synergy_Bliss=-1.89, Synergy_Loewe=-1.63, Synergy_HSA=0.326.